From a dataset of Catalyst prediction with 721,799 reactions and 888 catalyst types from USPTO. Predict which catalyst facilitates the given reaction. (1) Reactant: [F:1][C:2]1[CH:7]=[CH:6][C:5]([CH:8]2[CH2:12][CH2:11][NH:10][C:9]2=[O:13])=[CH:4][CH:3]=1.CC(C)([O-])C.[K+].Cl[CH2:21][C:22]1[O:26][N:25]=[C:24]([C:27]2[CH:32]=[CH:31][C:30]([C:33]([F:36])([F:35])[F:34])=[CH:29][CH:28]=2)[N:23]=1. Product: [F:1][C:2]1[CH:7]=[CH:6][C:5]([CH:8]2[CH2:12][CH2:11][N:10]([CH2:21][C:22]3[O:26][N:25]=[C:24]([C:27]4[CH:28]=[CH:29][C:30]([C:33]([F:36])([F:34])[F:35])=[CH:31][CH:32]=4)[N:23]=3)[C:9]2=[O:13])=[CH:4][CH:3]=1. The catalyst class is: 7. (2) Reactant: [F:1][C:2]1[CH:26]=[CH:25][CH:24]=[C:23]([F:27])[C:3]=1[C:4]([NH:6][C:7](=[O:22])[N:8]([C:10]1[CH:15]=[CH:14][C:13]([S:16]([CH2:18][CH:19]=[CH2:20])=[O:17])=[CH:12][C:11]=1[F:21])[CH3:9])=[O:5].ClC1C=CC=C(C(OO)=[O:36])C=1. Product: [F:1][C:2]1[CH:26]=[CH:25][CH:24]=[C:23]([F:27])[C:3]=1[C:4]([NH:6][C:7](=[O:22])[N:8]([C:10]1[CH:15]=[CH:14][C:13]([S:16]([CH2:18][CH:19]=[CH2:20])(=[O:36])=[O:17])=[CH:12][C:11]=1[F:21])[CH3:9])=[O:5]. The catalyst class is: 22. (3) Reactant: [CH:1]([C@H:4]1[CH2:8][O:7][C:6](=[O:9])[NH:5]1)([CH3:3])[CH3:2].[Li]CCCC.[F:15][C:16]1[CH:21]=[CH:20][C:19]([CH2:22][C:23](Cl)=[O:24])=[CH:18][CH:17]=1. Product: [F:15][C:16]1[CH:21]=[CH:20][C:19]([CH2:22][C:23]([N:5]2[C@@H:4]([CH:1]([CH3:3])[CH3:2])[CH2:8][O:7][C:6]2=[O:9])=[O:24])=[CH:18][CH:17]=1. The catalyst class is: 1. (4) Reactant: [F:1][C:2]1[CH:17]=[CH:16][C:5]2[C:6]([CH3:15])=[C:7]([C:9](N(OC)C)=[O:10])[O:8][C:4]=2[CH:3]=1.[H-].[Al+3].[Li+].[H-].[H-].[H-].O. Product: [F:1][C:2]1[CH:17]=[CH:16][C:5]2[C:6]([CH3:15])=[C:7]([CH:9]=[O:10])[O:8][C:4]=2[CH:3]=1. The catalyst class is: 7. (5) Reactant: O[C:2]1[CH:16]=[CH:15][C:5]([C:6]([C:8]2[CH:13]=[CH:12][C:11]([OH:14])=[CH:10][CH:9]=2)=[O:7])=[CH:4][CH:3]=1.Br[CH2:18][CH2:19][CH2:20][CH2:21][CH2:22][CH2:23][CH2:24][CH2:25][CH2:26][CH2:27][CH2:28][CH2:29][CH2:30][CH2:31][CH2:32][CH2:33][CH2:34][CH2:35][CH2:36][CH2:37][CH2:38][CH3:39].[C:40](=[O:43])([O-])[O-].[K+].[K+].Cl. The catalyst class is: 136. Product: [CH2:18]([O:14][C:11]1[CH:12]=[CH:13][C:8]([C:6]([C:5]2[CH:15]=[CH:16][C:2]([O:43][CH2:40][CH2:38][CH2:37][CH2:36][CH2:35][CH2:34][CH2:33][CH2:32][CH2:31][CH2:30][CH2:29][CH2:28][CH2:27][CH2:26][CH2:25][CH2:24][CH2:23][CH2:22][CH2:21][CH2:20][CH2:19][CH3:18])=[CH:3][CH:4]=2)=[O:7])=[CH:9][CH:10]=1)[CH2:19][CH2:20][CH2:21][CH2:22][CH2:23][CH2:24][CH2:25][CH2:26][CH2:27][CH2:28][CH2:29][CH2:30][CH2:31][CH2:32][CH2:33][CH2:34][CH2:35][CH2:36][CH2:37][CH2:38][CH3:39]. (6) Reactant: [NH2:1][C:2]1[C:11]2[N:10]=[CH:9][C:8]([CH2:12][CH2:13][C:14]3[CH:19]=[CH:18][C:17](COC)=[CH:16][C:15]=3[CH3:23])=[CH:7][C:6]=2[C:5]2[CH:24]=[CH:25][C:26]([CH2:28][CH2:29][C:30]([O:32][CH2:33][CH3:34])=[O:31])=[CH:27][C:4]=2[N:3]=1.Cl.C([OH:38])C. Product: [NH2:1][C:2]1[C:11]2[N:10]=[CH:9][C:8]([CH2:12][CH2:13][C:14]3[CH:19]=[CH:18][C:17]([OH:38])=[CH:16][C:15]=3[CH3:23])=[CH:7][C:6]=2[C:5]2[CH:24]=[CH:25][C:26]([CH2:28][CH2:29][C:30]([O:32][CH2:33][CH3:34])=[O:31])=[CH:27][C:4]=2[N:3]=1. The catalyst class is: 84. (7) Reactant: [H-].[Al+3].[Li+].[H-].[H-].[H-].[NH2:7][C:8]([CH3:20])([CH2:11][O:12][CH2:13][C:14]1[CH:19]=[CH:18][CH:17]=[CH:16][CH:15]=1)[C:9]#[N:10].O.[OH-].[Na+]. Product: [CH2:13]([O:12][CH2:11][C:8]([CH3:20])([NH2:7])[CH2:9][NH2:10])[C:14]1[CH:19]=[CH:18][CH:17]=[CH:16][CH:15]=1. The catalyst class is: 1.